From a dataset of Catalyst prediction with 721,799 reactions and 888 catalyst types from USPTO. Predict which catalyst facilitates the given reaction. (1) Reactant: [CH2:1]([NH:8][C:9]1[CH:14]=[C:13](Br)[CH:12]=[CH:11][C:10]=1[N+:16]([O-:18])=[O:17])[C:2]1[CH:7]=[CH:6][CH:5]=[CH:4][CH:3]=1.[C:19]([C:21]1[CH:22]=[C:23](B(O)O)[CH:24]=[CH:25][CH:26]=1)#[N:20].C([O-])([O-])=O.[Na+].[Na+]. Product: [CH2:1]([NH:8][C:9]1[CH:14]=[C:13]([C:25]2[CH:24]=[CH:23][CH:22]=[C:21]([C:19]#[N:20])[CH:26]=2)[CH:12]=[CH:11][C:10]=1[N+:16]([O-:18])=[O:17])[C:2]1[CH:7]=[CH:6][CH:5]=[CH:4][CH:3]=1. The catalyst class is: 57. (2) Reactant: [CH3:1][C:2]1[NH:3][C:4](=[O:20])[C:5]([C:13]2[N:14]=[C:15]([NH:18][CH3:19])[S:16][CH:17]=2)=[CH:6][C:7]=1[C:8]([O:10][CH2:11][CH3:12])=[O:9].[C:21]1([S:27](Cl)(=[O:29])=[O:28])[CH:26]=[CH:25][CH:24]=[CH:23][CH:22]=1.Cl. Product: [CH3:1][C:2]1[NH:3][C:4](=[O:20])[C:5]([C:13]2[N:14]=[C:15]([N:18]([CH3:19])[S:27]([C:21]3[CH:26]=[CH:25][CH:24]=[CH:23][CH:22]=3)(=[O:29])=[O:28])[S:16][CH:17]=2)=[CH:6][C:7]=1[C:8]([O:10][CH2:11][CH3:12])=[O:9]. The catalyst class is: 377. (3) Reactant: [C:1]1([C:23]2[CH:28]=[CH:27][CH:26]=[CH:25][CH:24]=2)[CH:6]=[CH:5][C:4]([CH2:7][C@H:8]2[N:12]([CH2:13][C:14]3[CH:19]=[CH:18][C:17](OC)=[CH:16][CH:15]=3)[C:11](=[O:22])[CH2:10][CH2:9]2)=[CH:3][CH:2]=1.[CH3:29]C([O-])(C)C.[K+].[C:35](OC)(=[O:42])[C:36]1[CH:41]=[CH:40][CH:39]=[CH:38][CH:37]=1. Product: [C:35]([C@@H:10]1[CH2:9][CH:8]([CH2:7][C:4]2[CH:5]=[CH:6][C:1]([C:23]3[CH:24]=[CH:25][CH:26]=[CH:27][CH:28]=3)=[CH:2][CH:3]=2)[N:12](/[CH:13]=[CH:14]/[C:15]2[CH:16]=[CH:17][CH:18]=[CH:19][CH:29]=2)[C:11]1=[O:22])(=[O:42])[C:36]1[CH:41]=[CH:40][CH:39]=[CH:38][CH:37]=1. The catalyst class is: 11. (4) Reactant: [CH3:1][O:2][C:3]1[CH:9]=[C:8]([N:10]2[CH2:15][CH2:14][N:13]([CH3:16])[CH2:12][CH2:11]2)[CH:7]=[CH:6][C:4]=1[NH2:5].[Br:17][C:18]1[CH:19]=[CH:20][CH:21]=[C:22]2[C:27]=1[N:26]=[C:25](Cl)[N:24]=[CH:23]2.C(O)(C(F)(F)F)=O. Product: [Br:17][C:18]1[CH:19]=[CH:20][CH:21]=[C:22]2[C:27]=1[N:26]=[C:25]([NH:5][C:4]1[CH:6]=[CH:7][C:8]([N:10]3[CH2:11][CH2:12][N:13]([CH3:16])[CH2:14][CH2:15]3)=[CH:9][C:3]=1[O:2][CH3:1])[N:24]=[CH:23]2. The catalyst class is: 114. (5) Reactant: Cl[C:2]1[C:7]([CH:8]([CH2:13][CH2:14][CH3:15])[C:9]([O:11][CH3:12])=[O:10])=[C:6]([CH3:16])[N:5]=[C:4]([N:17]2[CH2:22][CH2:21][CH2:20][CH2:19][CH2:18]2)[N:3]=1.C(N(CC)C(C)C)(C)C.[CH:32]([C:35]1[CH:40]=[CH:39][C:38](B(O)O)=[CH:37][CH:36]=1)([CH3:34])[CH3:33]. Product: [CH:32]([C:35]1[CH:40]=[CH:39][C:38]([C:2]2[C:7]([CH:8]([CH2:13][CH2:14][CH3:15])[C:9]([O:11][CH3:12])=[O:10])=[C:6]([CH3:16])[N:5]=[C:4]([N:17]3[CH2:22][CH2:21][CH2:20][CH2:19][CH2:18]3)[N:3]=2)=[CH:37][CH:36]=1)([CH3:34])[CH3:33]. The catalyst class is: 659. (6) Reactant: C(OC(=O)[NH:7][CH:8]1[CH2:13][CH2:12][CH:11]([NH:14][C:15]2[C:16]3[N:17]([C:21]([C:24]4[CH:29]=[CH:28][CH:27]=[C:26]([NH:30][CH:31]([C:42]5[CH:47]=[CH:46][CH:45]=[CH:44][CH:43]=5)[CH2:32][CH2:33][NH:34]C(OC(C)(C)C)=O)[N:25]=4)=[CH:22][N:23]=3)[CH:18]=[CH:19][N:20]=2)[CH2:10][CH2:9]1)(C)(C)C. Product: [NH2:34][CH2:33][CH2:32][CH:31]([NH:30][C:26]1[N:25]=[C:24]([C:21]2[N:17]3[CH:18]=[CH:19][N:20]=[C:15]([NH:14][CH:11]4[CH2:12][CH2:13][CH:8]([NH2:7])[CH2:9][CH2:10]4)[C:16]3=[N:23][CH:22]=2)[CH:29]=[CH:28][CH:27]=1)[C:42]1[CH:43]=[CH:44][CH:45]=[CH:46][CH:47]=1. The catalyst class is: 361. (7) Reactant: C([O:8][C:9]1[CH:14]=[CH:13][C:12]([N+:15]([O-])=O)=[C:11]([F:18])[C:10]=1[F:19])C1C=CC=CC=1. Product: [NH2:15][C:12]1[CH:13]=[CH:14][C:9]([OH:8])=[C:10]([F:19])[C:11]=1[F:18]. The catalyst class is: 19.